Dataset: Forward reaction prediction with 1.9M reactions from USPTO patents (1976-2016). Task: Predict the product of the given reaction. (1) Given the reactants [CH:1]1([N:6]2[C:10]3[N:11]=[C:12]([NH2:15])[N:13]=[CH:14][C:9]=3[C:8]3[CH:16]=[CH:17][N:18]=[CH:19][C:7]2=3)[CH2:5][CH2:4][CH2:3][CH2:2]1.Cl[C:21]1[N:26]=[CH:25][C:24]([CH2:27][N:28]2[CH2:33][CH2:32][NH:31][C:30](=[O:34])[CH2:29]2)=[CH:23][CH:22]=1.CC1(C)C2C=CC=C(P(C3C=CC=CC=3)C3C=CC=CC=3)C=2OC2C1=CC=CC=2P(C1C=CC=CC=1)C1C=CC=CC=1.C(=O)([O-])[O-].[Cs+].[Cs+], predict the reaction product. The product is: [CH:1]1([N:6]2[C:10]3[N:11]=[C:12]([NH:15][C:21]4[N:26]=[CH:25][C:24]([CH2:27][N:28]5[CH2:33][CH2:32][NH:31][C:30](=[O:34])[CH2:29]5)=[CH:23][CH:22]=4)[N:13]=[CH:14][C:9]=3[C:8]3[CH:16]=[CH:17][N:18]=[CH:19][C:7]2=3)[CH2:2][CH2:3][CH2:4][CH2:5]1. (2) The product is: [C:1]([O:5][C:6]([N:8]1[CH2:12][CH2:11][C@H:10]([O:13][Si:14]([C:17]([CH3:20])([CH3:19])[CH3:18])([CH3:16])[CH3:15])[C@H:9]1[C@H:21]([N:28]=[N+:29]=[N-:30])[CH3:22])=[O:7])([CH3:4])([CH3:3])[CH3:2]. Given the reactants [C:1]([O:5][C:6]([N:8]1[CH2:12][CH2:11][C@H:10]([O:13][Si:14]([C:17]([CH3:20])([CH3:19])[CH3:18])([CH3:16])[CH3:15])[C@H:9]1[C@@H:21](OS(C)(=O)=O)[CH3:22])=[O:7])([CH3:4])([CH3:3])[CH3:2].[N-:28]=[N+:29]=[N-:30].[Na+], predict the reaction product. (3) Given the reactants [CH:1]1([C:7]2([CH3:17])[C:12](=[O:13])[N:11]([CH3:14])[C:10](=[O:15])[NH:9][C:8]2=[O:16])[CH2:6][CH2:5][CH2:4][CH:3]=[CH:2]1.Br[CH2:19][C:20]([C:22]1[CH:27]=[CH:26][CH:25]=[C:24]([F:28])[CH:23]=1)=[O:21], predict the reaction product. The product is: [CH:1]1([C:7]2([CH3:17])[C:8](=[O:16])[N:9]([CH2:19][C:20]([C:22]3[CH:27]=[CH:26][CH:25]=[C:24]([F:28])[CH:23]=3)=[O:21])[C:10](=[O:15])[N:11]([CH3:14])[C:12]2=[O:13])[CH2:6][CH2:5][CH2:4][CH:3]=[CH:2]1.